Dataset: Choline transporter screen with 302,306 compounds. Task: Binary Classification. Given a drug SMILES string, predict its activity (active/inactive) in a high-throughput screening assay against a specified biological target. The compound is s1c(n2c(ccc2C)C)ccc1C(=O)NN. The result is 0 (inactive).